Task: Predict the reaction yield, written as a fraction of the theoretical maximum amount of product (1.0 means a 100% yield; for example, 0.34 means a 34% yield).. Dataset: Reaction yield outcomes from USPTO patents with 853,638 reactions (1) The reactants are [CH:1]1([NH:4][C:5](=[O:37])[NH:6][C:7]2[CH:35]=[CH:34][C:10]([O:11][C:12]3[CH:17]=[CH:16][N:15]=[C:14]4[CH:18]=[C:19]([C:21]5[CH2:26][CH2:25][N:24](C(OCCCC)=O)[CH2:23][CH:22]=5)[S:20][C:13]=34)=[C:9]([F:36])[CH:8]=2)[CH2:3][CH2:2]1.[ClH:38].CCOC(C)=O. The catalyst is CCOC(C)=O. The product is [ClH:38].[ClH:38].[CH:1]1([NH:4][C:5]([NH:6][C:7]2[CH:35]=[CH:34][C:10]([O:11][C:12]3[CH:17]=[CH:16][N:15]=[C:14]4[CH:18]=[C:19]([C:21]5[CH2:26][CH2:25][NH:24][CH2:23][CH:22]=5)[S:20][C:13]=34)=[C:9]([F:36])[CH:8]=2)=[O:37])[CH2:3][CH2:2]1. The yield is 1.00. (2) The reactants are [C:1]([OH:5])(=O)[CH2:2][OH:3].OC1C2N=NNC=2C=CC=1.Cl.Cl.[Cl:18][C:19]1[CH:24]=[C:23]([Cl:25])[CH:22]=[CH:21][C:20]=1[N:26]1[CH2:31][CH2:30][NH:29][CH2:28][CH2:27]1.C(N(CC)CC)C. The catalyst is C(OCC)(=O)C.CN(C)C=O. The product is [Cl:18][C:19]1[CH:24]=[C:23]([Cl:25])[CH:22]=[CH:21][C:20]=1[N:26]1[CH2:27][CH2:28][N:29]([C:1](=[O:5])[CH2:2][OH:3])[CH2:30][CH2:31]1. The yield is 0.450. (3) The reactants are [Si:1]([O:8][CH2:9][CH2:10][O:11][CH2:12][C:13]1[CH:18]=[CH:17][C:16]([CH2:19][OH:20])=[CH:15][CH:14]=1)([C:4]([CH3:7])([CH3:6])[CH3:5])([CH3:3])[CH3:2].[C:21]([N:25]1[C:30](=[O:31])[C:29]([Cl:32])=[C:28](O)[CH:27]=[N:26]1)([CH3:24])([CH3:23])[CH3:22].C1C=CC(P(C2C=CC=CC=2)C2C=CC=CC=2)=CC=1.N(C(OC(C)C)=O)=NC(OC(C)C)=O. The catalyst is C1COCC1.O. The product is [C:21]([N:25]1[C:30](=[O:31])[C:29]([Cl:32])=[C:28]([O:20][CH2:19][C:16]2[CH:17]=[CH:18][C:13]([CH2:12][O:11][CH2:10][CH2:9][O:8][Si:1]([C:4]([CH3:7])([CH3:6])[CH3:5])([CH3:3])[CH3:2])=[CH:14][CH:15]=2)[CH:27]=[N:26]1)([CH3:24])([CH3:22])[CH3:23]. The yield is 0.890. (4) The reactants are [CH:1]12[CH2:7][CH:4]([CH2:5][CH2:6]1)[CH2:3][C:2]2=[O:8].[CH3:9][Mg]Br.C1COCC1. The catalyst is C(OCC)C. The product is [CH3:9][C:2]1([OH:8])[CH2:3][CH:4]2[CH2:7][CH:1]1[CH2:6][CH2:5]2. The yield is 0.900. (5) The reactants are [CH:1]1([C:4]([NH:6][C:7]2[N:8]=[C:9]3[CH:14]=[CH:13][C:12]([O:15][C:16]4[CH:17]=[C:18]([CH:22]=[CH:23][CH:24]=4)[C:19]([OH:21])=O)=[N:11][N:10]3[CH:25]=2)=[O:5])[CH2:3][CH2:2]1.[NH2:26][C:27]1[CH:28]=[C:29]([C:33]([CH3:37])([CH3:36])[C:34]#[N:35])[CH:30]=[CH:31][CH:32]=1.Cl.CN(C)CCCN=C=NCC. The catalyst is CN(C)C1C=CN=CC=1.N1C=CC=CC=1. The product is [C:34]([C:33]([C:29]1[CH:28]=[C:27]([NH:26][C:19](=[O:21])[C:18]2[CH:22]=[CH:23][CH:24]=[C:16]([O:15][C:12]3[CH:13]=[CH:14][C:9]4[N:10]([CH:25]=[C:7]([NH:6][C:4]([CH:1]5[CH2:2][CH2:3]5)=[O:5])[N:8]=4)[N:11]=3)[CH:17]=2)[CH:32]=[CH:31][CH:30]=1)([CH3:37])[CH3:36])#[N:35]. The yield is 0.450. (6) The reactants are [CH2:1]([N:3]([CH2:16][CH3:17])[C:4](=[O:15])[C:5]1[CH:10]=[CH:9][C:8](F)=[C:7]([N+:12]([O-:14])=[O:13])[CH:6]=1)[CH3:2].[CH3:18][O:19][CH2:20][CH2:21][NH2:22]. The catalyst is CCO. The product is [CH2:1]([N:3]([CH2:16][CH3:17])[C:4](=[O:15])[C:5]1[CH:10]=[CH:9][C:8]([NH:22][CH2:21][CH2:20][O:19][CH3:18])=[C:7]([N+:12]([O-:14])=[O:13])[CH:6]=1)[CH3:2]. The yield is 0.850.